Dataset: Peptide-MHC class I binding affinity with 185,985 pairs from IEDB/IMGT. Task: Regression. Given a peptide amino acid sequence and an MHC pseudo amino acid sequence, predict their binding affinity value. This is MHC class I binding data. (1) The peptide sequence is RVFDKADGK. The MHC is HLA-B08:03 with pseudo-sequence HLA-B08:03. The binding affinity (normalized) is 0.0847. (2) The peptide sequence is HLSGWELAK. The MHC is HLA-A23:01 with pseudo-sequence HLA-A23:01. The binding affinity (normalized) is 0.0847. (3) The peptide sequence is RLYDYFTRV. The MHC is HLA-A02:03 with pseudo-sequence HLA-A02:03. The binding affinity (normalized) is 0.985. (4) The peptide sequence is VLCPYMPKV. The MHC is HLA-A69:01 with pseudo-sequence HLA-A69:01. The binding affinity (normalized) is 0.317. (5) The peptide sequence is VPWQEKTAS. The MHC is HLA-B15:01 with pseudo-sequence HLA-B15:01. The binding affinity (normalized) is 0.0847.